Dataset: Full USPTO retrosynthesis dataset with 1.9M reactions from patents (1976-2016). Task: Predict the reactants needed to synthesize the given product. (1) Given the product [CH2:25]([NH:24][C:11]1[C:12]2[C:17](=[CH:16][CH:15]=[CH:14][C:13]=2[C:18]2[CH:23]=[CH:22][CH:21]=[CH:20][CH:19]=2)[C:8]([C:4]2[CH:3]=[C:2]([NH:1][C:37]([NH2:36])=[O:38])[CH:7]=[N:6][CH:5]=2)=[N:9][N:10]=1)[C:26]1[CH:31]=[CH:30][CH:29]=[CH:28][CH:27]=1, predict the reactants needed to synthesize it. The reactants are: [NH2:1][C:2]1[CH:3]=[C:4]([C:8]2[C:17]3[C:12](=[C:13]([C:18]4[CH:23]=[CH:22][CH:21]=[CH:20][CH:19]=4)[CH:14]=[CH:15][CH:16]=3)[C:11]([NH:24][CH2:25][C:26]3[CH:31]=[CH:30][CH:29]=[CH:28][CH:27]=3)=[N:10][N:9]=2)[CH:5]=[N:6][CH:7]=1.ClS([N:36]=[C:37]=[O:38])(=O)=O. (2) Given the product [Br:1][C:2]1[CH:3]=[CH:4][C:5]([NH:8][C:9]2[C:14]([NH2:15])=[CH:13][N:12]=[C:11]([Cl:18])[N:10]=2)=[CH:6][CH:7]=1, predict the reactants needed to synthesize it. The reactants are: [Br:1][C:2]1[CH:7]=[CH:6][C:5]([NH:8][C:9]2[C:14]([N+:15]([O-])=O)=[CH:13][N:12]=[C:11]([Cl:18])[N:10]=2)=[CH:4][CH:3]=1.[Sn](Cl)Cl.C(=O)([O-])[O-].[Na+].[Na+].